Dataset: NCI-60 drug combinations with 297,098 pairs across 59 cell lines. Task: Regression. Given two drug SMILES strings and cell line genomic features, predict the synergy score measuring deviation from expected non-interaction effect. (1) Drug 2: CCC1(CC2CC(C3=C(CCN(C2)C1)C4=CC=CC=C4N3)(C5=C(C=C6C(=C5)C78CCN9C7C(C=CC9)(C(C(C8N6C=O)(C(=O)OC)O)OC(=O)C)CC)OC)C(=O)OC)O.OS(=O)(=O)O. Cell line: MALME-3M. Drug 1: C1=CN(C(=O)N=C1N)C2C(C(C(O2)CO)O)O.Cl. Synergy scores: CSS=52.5, Synergy_ZIP=1.98, Synergy_Bliss=0.344, Synergy_Loewe=-14.0, Synergy_HSA=4.83. (2) Drug 1: CC12CCC(CC1=CCC3C2CCC4(C3CC=C4C5=CN=CC=C5)C)O. Drug 2: CCN(CC)CCCC(C)NC1=C2C=C(C=CC2=NC3=C1C=CC(=C3)Cl)OC. Cell line: OVCAR-4. Synergy scores: CSS=15.1, Synergy_ZIP=-3.30, Synergy_Bliss=1.19, Synergy_Loewe=1.25, Synergy_HSA=2.26. (3) Drug 1: C1=CC(=CC=C1CC(C(=O)O)N)N(CCCl)CCCl.Cl. Drug 2: C1=NNC2=C1C(=O)NC=N2. Cell line: OVCAR3. Synergy scores: CSS=16.9, Synergy_ZIP=-4.74, Synergy_Bliss=1.06, Synergy_Loewe=-5.59, Synergy_HSA=-0.469. (4) Drug 1: CN(C)C1=NC(=NC(=N1)N(C)C)N(C)C. Drug 2: CC(C)NC(=O)C1=CC=C(C=C1)CNNC.Cl. Cell line: UACC62. Synergy scores: CSS=1.89, Synergy_ZIP=0.849, Synergy_Bliss=2.11, Synergy_Loewe=-0.127, Synergy_HSA=0.329. (5) Drug 1: CNC(=O)C1=NC=CC(=C1)OC2=CC=C(C=C2)NC(=O)NC3=CC(=C(C=C3)Cl)C(F)(F)F. Drug 2: C1=NNC2=C1C(=O)NC=N2. Cell line: UACC-257. Synergy scores: CSS=2.05, Synergy_ZIP=-1.79, Synergy_Bliss=-1.37, Synergy_Loewe=-1.61, Synergy_HSA=-1.24.